This data is from Peptide-MHC class I binding affinity with 185,985 pairs from IEDB/IMGT. The task is: Regression. Given a peptide amino acid sequence and an MHC pseudo amino acid sequence, predict their binding affinity value. This is MHC class I binding data. (1) The peptide sequence is AEIDRSFKP. The MHC is HLA-A03:01 with pseudo-sequence HLA-A03:01. The binding affinity (normalized) is 0.0847. (2) The peptide sequence is YVIKKSSPL. The MHC is HLA-C03:03 with pseudo-sequence HLA-C03:03. The binding affinity (normalized) is 0.936. (3) The peptide sequence is SANRLRHLI. The MHC is H-2-Db with pseudo-sequence H-2-Db. The binding affinity (normalized) is 0.397.